This data is from Human liver microsome stability data. The task is: Regression/Classification. Given a drug SMILES string, predict its absorption, distribution, metabolism, or excretion properties. Task type varies by dataset: regression for continuous measurements (e.g., permeability, clearance, half-life) or binary classification for categorical outcomes (e.g., BBB penetration, CYP inhibition). Dataset: hlm. (1) The drug is NC(=O)c1sc2ncccc2c1N. The result is 0 (unstable in human liver microsomes). (2) The molecule is Cc1[nH]ncc1-c1ccc2nc(C3COc4ccccc4C3)oc2c1. The result is 0 (unstable in human liver microsomes). (3) The compound is CC(C)(C)c1cc(NC(=O)[C@@H]2CCC(=O)N2c2ccc(C(F)(F)F)cc2)on1. The result is 0 (unstable in human liver microsomes). (4) The compound is CCCN1CCC(Oc2ccc3nc(O)c4c(c3c2)CCSC4)CC1. The result is 0 (unstable in human liver microsomes).